This data is from Full USPTO retrosynthesis dataset with 1.9M reactions from patents (1976-2016). The task is: Predict the reactants needed to synthesize the given product. Given the product [CH:21]([C:19]1[CH:18]=[CH:17][C:16]([O:24][CH3:25])=[C:15]([C:6]2[CH:7]=[CH:8][C:9]([C:11]([F:13])([F:14])[F:12])=[CH:10][C:5]=2[CH:3]2[O:4][C:36](=[O:38])[NH:1][CH2:2]2)[CH:20]=1)([CH3:23])[CH3:22], predict the reactants needed to synthesize it. The reactants are: [NH2:1][CH2:2][CH:3]([C:5]1[CH:10]=[C:9]([C:11]([F:14])([F:13])[F:12])[CH:8]=[CH:7][C:6]=1[C:15]1[CH:20]=[C:19]([CH:21]([CH3:23])[CH3:22])[CH:18]=[CH:17][C:16]=1[O:24][CH3:25])[OH:4].C(N(C(C)C)CC)(C)C.Cl[C:36](Cl)([O:38]C(=O)OC(Cl)(Cl)Cl)Cl.